This data is from Full USPTO retrosynthesis dataset with 1.9M reactions from patents (1976-2016). The task is: Predict the reactants needed to synthesize the given product. (1) Given the product [F:1][C:2]1[CH:7]=[CH:6][C:5]([C:8]2[O:9][C:10]3[CH:19]=[CH:18][C:17]([OH:20])=[CH:16][C:11]=3[C:12]=2[C:13]([OH:15])=[O:14])=[CH:4][CH:3]=1, predict the reactants needed to synthesize it. The reactants are: [F:1][C:2]1[CH:7]=[CH:6][C:5]([C:8]2[O:9][C:10]3[CH:19]=[CH:18][C:17]([OH:20])=[CH:16][C:11]=3[C:12]=2[C:13]([O-:15])=[O:14])=[CH:4][CH:3]=1.[OH-].[Na+].Cl. (2) The reactants are: [O:1]1[CH:5]=[CH:4][C:3]([C:6]2[S:7][C:8]([C:31]3[N:35]([CH3:36])[N:34]=[CH:33][CH:32]=3)=[CH:9][C:10]=2[C:11]([NH:13][CH:14]([CH2:24][C:25]2[CH:30]=[CH:29][CH:28]=[CH:27][CH:26]=2)[CH2:15][NH:16]C(=O)OC(C)(C)C)=[O:12])=[CH:2]1. Given the product [NH2:16][CH2:15][CH:14]([NH:13][C:11]([C:10]1[CH:9]=[C:8]([C:31]2[N:35]([CH3:36])[N:34]=[CH:33][CH:32]=2)[S:7][C:6]=1[C:3]1[CH:4]=[CH:5][O:1][CH:2]=1)=[O:12])[CH2:24][C:25]1[CH:30]=[CH:29][CH:28]=[CH:27][CH:26]=1, predict the reactants needed to synthesize it. (3) Given the product [Cl:21][C:22]1[N:23]=[N:24][C:25]([N:28]([CH3:30])[NH:29][C:18]([C:8]2[CH:9]=[N:10][C:11]([O:12][CH2:13][C:14]([F:15])([F:16])[F:17])=[C:6]([CH:1]3[CH2:2][CH2:3][CH2:4][CH2:5]3)[CH:7]=2)=[O:20])=[CH:26][CH:27]=1, predict the reactants needed to synthesize it. The reactants are: [CH:1]1([C:6]2[CH:7]=[C:8]([C:18]([OH:20])=O)[CH:9]=[N:10][C:11]=2[O:12][CH2:13][C:14]([F:17])([F:16])[F:15])[CH2:5][CH2:4][CH2:3][CH2:2]1.[Cl:21][C:22]1[N:23]=[N:24][C:25]([N:28]([CH3:30])[NH2:29])=[CH:26][CH:27]=1.